This data is from Reaction yield outcomes from USPTO patents with 853,638 reactions. The task is: Predict the reaction yield, written as a fraction of the theoretical maximum amount of product (1.0 means a 100% yield; for example, 0.34 means a 34% yield). (1) The reactants are [Cl:1][C:2]1[CH:9]=[C:8]([N:10]2[CH2:15][CH2:14][NH:13][CH2:12][CH2:11]2)[CH:7]=[CH:6][C:3]=1[CH:4]=[O:5].Cl[C:17]([O:19][CH2:20][CH3:21])=[O:18].C([O-])([O-])=O.[Na+].[Na+]. The catalyst is C1COCC1. The product is [CH2:20]([O:19][C:17]([N:13]1[CH2:12][CH2:11][N:10]([C:8]2[CH:7]=[CH:6][C:3]([CH:4]=[O:5])=[C:2]([Cl:1])[CH:9]=2)[CH2:15][CH2:14]1)=[O:18])[CH3:21]. The yield is 0.940. (2) The reactants are Cl.[Br:2][C:3]1[CH:4]=[C:5]([CH2:9][NH2:10])[CH:6]=[CH:7][CH:8]=1.C[O-].[Na+].[CH2:14]([O:16][CH:17]([O:22][CH2:23][CH3:24])[C:18](=[NH:21])OC)[CH3:15]. The catalyst is CO. The product is [Br:2][C:3]1[CH:4]=[C:5]([CH:6]=[CH:7][CH:8]=1)[CH2:9][NH:10][C:18](=[NH:21])[CH:17]([O:22][CH2:23][CH3:24])[O:16][CH2:14][CH3:15]. The yield is 0.510. (3) The product is [CH3:1][O:2][C:3]([C:5]1[S:6][CH:7]=[C:8]([Br:11])[C:9]=1[O:10][CH3:12])=[O:4]. The catalyst is CC(C)=O. The reactants are [CH3:1][O:2][C:3]([C:5]1[S:6][CH:7]=[C:8]([Br:11])[C:9]=1[OH:10])=[O:4].[C:12](=O)([O-])[O-].[K+].[K+].IC. The yield is 1.00. (4) The reactants are S(Cl)(Cl)=O.[Br:5][C:6]1[CH:14]=[CH:13][C:9]([C:10]([OH:12])=[O:11])=[C:8]([Cl:15])[CH:7]=1.[CH3:16]O. No catalyst specified. The product is [Br:5][C:6]1[CH:14]=[CH:13][C:9]([C:10]([O:12][CH3:16])=[O:11])=[C:8]([Cl:15])[CH:7]=1. The yield is 0.820. (5) The reactants are S(=O)(=O)(O)[OH:2].[Br:6][C:7]1[CH:8]=[C:9]([NH:13][C:14](=[O:18])[CH:15]=NO)[CH:10]=[CH:11][CH:12]=1. No catalyst specified. The product is [Br:6][C:7]1[CH:8]=[C:9]2[C:10]([C:15](=[O:2])[C:14](=[O:18])[NH:13]2)=[CH:11][CH:12]=1. The yield is 0.980.